From a dataset of Peptide-MHC class II binding affinity with 134,281 pairs from IEDB. Regression. Given a peptide amino acid sequence and an MHC pseudo amino acid sequence, predict their binding affinity value. This is MHC class II binding data. (1) The peptide sequence is AQIKYLVRMRSWPGG. The MHC is HLA-DQA10501-DQB10201 with pseudo-sequence HLA-DQA10501-DQB10201. The binding affinity (normalized) is 0.169. (2) The peptide sequence is NNELSPVALRQMSCA. The MHC is DRB1_0101 with pseudo-sequence DRB1_0101. The binding affinity (normalized) is 0.747. (3) The peptide sequence is GELQIVDKIDAAFAI. The MHC is DRB1_1101 with pseudo-sequence DRB1_1101. The binding affinity (normalized) is 0.653.